This data is from Full USPTO retrosynthesis dataset with 1.9M reactions from patents (1976-2016). The task is: Predict the reactants needed to synthesize the given product. (1) Given the product [CH3:1][O:2][C:3]1[CH:8]=[CH:7][C:6]([N:9]2[C:13]([C:14]([F:17])([F:16])[F:15])=[N:12][N:11]=[N:10]2)=[CH:5][C:4]=1[C:18](=[O:20])[CH3:19], predict the reactants needed to synthesize it. The reactants are: [CH3:1][O:2][C:3]1[CH:8]=[CH:7][C:6]([N:9]2[C:13]([C:14]([F:17])([F:16])[F:15])=[N:12][N:11]=[N:10]2)=[CH:5][C:4]=1[CH:18]([OH:20])[CH3:19].C1C=C[NH+]=CC=1.C1C=C[NH+]=CC=1.[O-][Cr](O[Cr]([O-])(=O)=O)(=O)=O.C(OCC)(=O)C. (2) The reactants are: [Br:1][C:2]1[CH:7]=[C:6]([F:8])[C:5]([C:9]2[C:18]([Cl:19])=[N:17][C:12]3=[N:13][CH:14]=[CH:15][N:16]=[C:11]3[C:10]=2Cl)=[C:4]([F:21])[CH:3]=1.[CH:22]([NH2:26])([CH2:24][CH3:25])[CH3:23]. Given the product [Br:1][C:2]1[CH:7]=[C:6]([F:8])[C:5]([C:9]2[C:18]([Cl:19])=[N:17][C:12]3=[N:13][CH:14]=[CH:15][N:16]=[C:11]3[C:10]=2[NH:26][CH:22]([CH2:24][CH3:25])[CH3:23])=[C:4]([F:21])[CH:3]=1, predict the reactants needed to synthesize it. (3) Given the product [N:1]1[C:6]2[C:5](=[CH:19][CH:20]=[CH:21][CH:22]=2)[CH:4]=[C:3]([C:7]2[CH:8]=[CH:9][C:10]3[N:11]([C:13]([CH:16]=[O:17])=[CH:14][N:15]=3)[CH:12]=2)[CH:2]=1, predict the reactants needed to synthesize it. The reactants are: [N:1]1[CH:6]=[CH:5][CH:4]=[C:3]([C:7]2[CH:8]=[CH:9][C:10]3[N:11]([C:13]([CH:16]=[O:17])=[CH:14][N:15]=3)[CH:12]=2)[CH:2]=1.N1C2[C:22](=[CH:19][CH:20]=[CH:21][CH:22]=2)[CH:21]=[C:20](B(O)O)[CH:19]=1.